This data is from Experimentally validated miRNA-target interactions with 360,000+ pairs, plus equal number of negative samples. The task is: Binary Classification. Given a miRNA mature sequence and a target amino acid sequence, predict their likelihood of interaction. (1) The miRNA is hsa-miR-425-5p with sequence AAUGACACGAUCACUCCCGUUGA. The protein sequence of the target gene is MSDDAGDTLATGDKAEVTEMPNSDSLPEDAEVHCDSAAVSHEPTPADPRGEGHENAAVQGAGAAAIGPPVQPQDANALEPPLNGDVTEDTLAECIDSVSLEAEPRSEIPLQEQNYLAVDSPPSGGGWAGWGSWGKSLLSSASATVGHGLTAVKEKAGATLRIHGVNSGSSEGAQPNTENGVPEITDAATDQGPAESPPTSPSSASRGMLSAITNVVQNTGKSVLTGGLDALEFIGKKTMNVLAESDPGFKRTKTLMERTVSLSQMLREAKEKEKQRLAQQLTMERTAHYGMLFDEYQGLS.... Result: 1 (interaction). (2) The protein sequence of the target gene is MAATMFRATLRGWRTGVQRGCGLRLLSQTQGPPDYPRFVESVDEYQFVERLLPATRIPDPPKHEHYPTPSGWQPPRDPPPNLPYFVRRSRMHNIPVYKDITHGNRQMTVIRKVEGDIWALQKDVEDFLSPLLGKTPVTQVNEVTGTLRIKGYFDQELKAWLLEKGF. The miRNA is hsa-miR-4649-3p with sequence UCUGAGGCCUGCCUCUCCCCA. Result: 1 (interaction). (3) The miRNA is hsa-miR-100-5p with sequence AACCCGUAGAUCCGAACUUGUG. The protein sequence of the target gene is MTRRRSAPASWLLVSLLGVATSLEVSESPGSVQVARGQTAVLPCAFSTSAALLNLNVIWMVIPLSNANQPEQVILYQGGQMFDGALRFHGRVGFTGTMPATNVSIFINNTQLSDTGTYQCLVNNLPDRGGRNIGVTGLTVLVPPSAPQCQIQGSQDLGSDVILLCSSEEGIPRPTYLWEKLDNTLKLPPTATQDQVQGTVTIRNISALSSGLYQCVASNAIGTSTCLLDLQVISPQPRSVGVIAGAVGTGAVLIVICLALISGAFFYWRSKNKEEEEEEIPNEIREDDLPPKCSSAKAFH.... Result: 0 (no interaction). (4) The miRNA is hsa-miR-26b-5p with sequence UUCAAGUAAUUCAGGAUAGGU. The protein sequence of the target gene is MRLRGCGPRAAPASSAGASDARLLAPPGRNPFVHELRLSALQKAQVALMTLTLFPVRLLVAAAMMLLAWPLALVASLGSAEKEPEQPPALWRKVVDFLLKAIMRTMWFAGGFHRVAVKGRQALPTEAAILTLAPHSSYFDAIPVTMTMSSIVMKAESRDIPIWGTLIQYIRPVFVSRSDQDSRRKTVEEIKRRAQSNGKWPQIMIFPEGTCTNRTCLITFKPGAFIPGAPVQPVVLRYPNKLDTITWTWQGPGALEILWLTLCQFHNQVEIEFLPVYSPSEEEKRNPALYASNVRRVMAE.... Result: 1 (interaction). (5) The protein sequence of the target gene is MSSHKTFRIKRFLAKKQKQNRPIPQWIRMKTGNKIRYNSKRRHWRRTKLGL. The miRNA is hsa-miR-548a-5p with sequence AAAAGUAAUUGCGAGUUUUACC. Result: 0 (no interaction). (6) The miRNA is hsa-miR-887-5p with sequence CUUGGGAGCCCUGUUAGACUC. The protein sequence of the target gene is MHRKVRPASLMIRKMACSGVEPQILVQYLVLRKDLSQAPFSWPTGALVAQACHAATAALHLHRDHPHTAAYLRELGRMRKVVLEAADETTLKELAETLQQKNIDHTLWLEQPENIATCIALRPYPKEEVSQYLKKFRLFK. Result: 0 (no interaction). (7) The miRNA is rno-miR-7b with sequence UGGAAGACUUGUGAUUUUGUUGU. The protein sequence of the target gene is MVGTCHSMAASRSTRVTRSTVGLNGLDESFCGRTLRNRSIAHPEEISSHSQVRSRSPKKRAEPVPTQKGTNNGRTSDVRQQSARDSWVSPRKRRLSSSEKDDLERQALESCERRQAEPAPPVFKNIKRCLRAEATNSSEEDSPVKPDKEPGEHRRIVVDHDADFQGAKRACRCLILDDCEKREVKKVNVSEEGPLNAAVVEEITGYLTVNGVDDSDSAVINCDDCQPDGNTKQNNPGSCVLQEESVAGDGDSETQTSVFCGSRKEDSCIDHFVPCTKSDVQVKLEDHKLVTACLPVERRN.... Result: 0 (no interaction). (8) The miRNA is mmu-miR-323-5p with sequence AGGUGGUCCGUGGCGCGUUCGC. The protein sequence of the target gene is MEFTASPKPQLSSRANAFSIAALMSSGGSKEKEATENTIKPLEQFVEKSSCAQPLGELTSLDAHGEFGGGSGSSPSSSSLCTEPLIPTTPIIPSEEMAKIACSLETKELWDKFHELGTEMIITKSGRRMFPTIRVSFSGVDPEAKYIVLMDIVPVDNKRYRYAYHRSSWLVAGKADPPLPARLYVHPDSPFTGEQLLKQMVSFEKVKLTNNELDQHGHIILNSMHKYQPRVHIIKKKDHTASLLNLKSEEFRTFIFPETVFTAVTAYQNQLITKLKIDSNPFAKGFRDSSRLTDIERESV.... Result: 0 (no interaction). (9) The miRNA is hsa-miR-544b with sequence ACCUGAGGUUGUGCAUUUCUAA. The protein sequence of the target gene is MFLYNLTLQRATGISFAIHGNFSGTKQQEIVVSRGKILELLRPDPNTGKVHTLLTVEVFGVIRSLMAFRLTGGTKDYIVVGSDSGRIVILEYQPSKNMFEKIHQETFGKSGCRRIVPGQFLAVDPKGRAVMISAIEKQKLVYILNRDAAARLTISSPLEAHKANTLVYHVVGVDVGFENPMFACLEMDYEEADNDPTGEAAANTQQTLTFYELDLGLNHVVRKYSEPLEEHGNFLITVPGGSDGPSGVLICSENYITYKNFGDQPDIRCPIPRRRNDLDDPERGMIFVCSATHKTKSMFF.... Result: 0 (no interaction).